The task is: Predict the reaction yield, written as a fraction of the theoretical maximum amount of product (1.0 means a 100% yield; for example, 0.34 means a 34% yield).. This data is from Reaction yield outcomes from USPTO patents with 853,638 reactions. The reactants are [F:1][C:2]1[CH:7]=[CH:6][C:5]([CH:8]([C:12]2[CH:17]=[C:16]([O:18][C:19]([F:24])([F:23])[CH:20]([F:22])[F:21])[CH:15]=[C:14]([F:25])[CH:13]=2)[NH:9][CH:10]=O)=[CH:4][C:3]=1[O:26][CH:27]([CH3:29])[CH3:28].CCN(CC)CC.P(Cl)(Cl)(Cl)=O. The catalyst is C1COCC1. The product is [F:1][C:2]1[CH:7]=[CH:6][C:5]([CH:8]([C:12]2[CH:17]=[C:16]([O:18][C:19]([F:23])([F:24])[CH:20]([F:22])[F:21])[CH:15]=[C:14]([F:25])[CH:13]=2)[N+:9]#[C-:10])=[CH:4][C:3]=1[O:26][CH:27]([CH3:29])[CH3:28]. The yield is 0.670.